From a dataset of Reaction yield outcomes from USPTO patents with 853,638 reactions. Predict the reaction yield, written as a fraction of the theoretical maximum amount of product (1.0 means a 100% yield; for example, 0.34 means a 34% yield). (1) The reactants are [CH3:1][O:2][C:3]([C:5]1[C:13]2[C:8](=[N:9][CH:10]=[C:11]([Br:14])[CH:12]=2)[N:7]([S:15]([C:18]2[CH:23]=[CH:22][CH:21]=[CH:20][CH:19]=2)(=[O:17])=[O:16])[C:6]=1[CH3:24])=[O:4].C1C(=O)N([Br:32])C(=O)C1.CC(N=NC(C#N)(C)C)(C#N)C. The catalyst is ClCCCl.CCCCC. The product is [CH3:1][O:2][C:3]([C:5]1[C:13]2[C:8](=[N:9][CH:10]=[C:11]([Br:14])[CH:12]=2)[N:7]([S:15]([C:18]2[CH:23]=[CH:22][CH:21]=[CH:20][CH:19]=2)(=[O:17])=[O:16])[C:6]=1[CH2:24][Br:32])=[O:4]. The yield is 0.900. (2) The reactants are [Cl:1][C:2]1[C:7]([Cl:8])=[CH:6][CH:5]=[CH:4][C:3]=1[C:9]([C:11]1[C:12]2[CH:19]=[CH:18][S:17][C:13]=2[NH:14][C:15]=1[CH3:16])=[O:10].C(=O)([O-])[O-].[K+].[K+].Cl.Cl[CH2:28][CH2:29][N:30]1[CH2:35][CH2:34][O:33][CH2:32][CH2:31]1. The catalyst is CN(C=O)C. The product is [Cl:1][C:2]1[C:7]([Cl:8])=[CH:6][CH:5]=[CH:4][C:3]=1[C:9]([C:11]1[C:12]2[CH:19]=[CH:18][S:17][C:13]=2[N:14]([CH2:28][CH2:29][N:30]2[CH2:35][CH2:34][O:33][CH2:32][CH2:31]2)[C:15]=1[CH3:16])=[O:10]. The yield is 0.880. (3) The reactants are Cl.[CH2:2]([O:4][C:5]([C@:7]1([NH2:19])[CH2:12][C:11](=[O:13])[C@@H:10]2[C@H:8]1[C@H:9]2[C:14]([O:16][CH2:17][CH3:18])=[O:15])=[O:6])[CH3:3].C(=O)([O-])[O-].[K+].[K+].Cl[C:27]([O:29][CH2:30][C:31]1[CH:36]=[CH:35][CH:34]=[CH:33][CH:32]=1)=[O:28]. The catalyst is O1CCCC1.C(OCC)(=O)C.O. The product is [CH2:30]([O:29][C:27]([NH:19][C@@:7]1([C:5]([O:4][CH2:2][CH3:3])=[O:6])[CH2:12][C:11](=[O:13])[C@@H:10]2[C@H:8]1[C@H:9]2[C:14]([O:16][CH2:17][CH3:18])=[O:15])=[O:28])[C:31]1[CH:36]=[CH:35][CH:34]=[CH:33][CH:32]=1. The yield is 0.921. (4) The reactants are [Cl:1][C:2]1[N:10]=[CH:9][N:8]=[C:7]2[C:3]=1[N:4]=[CH:5][N:6]2[C@H:11]1[C@@H:15]2[O:16][C:17]([CH3:20])([CH3:19])[O:18][C@@H:14]2[C@@H:13]([CH2:21][OH:22])[O:12]1.N1C=CN=C1.[CH3:28][C:29]([Si:32](Cl)([CH3:34])[CH3:33])([CH3:31])[CH3:30]. The catalyst is CN(C=O)C. The product is [Si:32]([O:22][CH2:21][C@@H:13]1[C@H:14]2[O:18][C:17]([CH3:19])([CH3:20])[O:16][C@H:15]2[C@H:11]([N:6]2[CH:5]=[N:4][C:3]3[C:7]2=[N:8][CH:9]=[N:10][C:2]=3[Cl:1])[O:12]1)([C:29]([CH3:31])([CH3:30])[CH3:28])([CH3:34])[CH3:33]. The yield is 0.680. (5) The reactants are [CH3:1][C:2]1([CH3:53])[CH2:11][CH:10]([O:12][Si](C(C)C)(C(C)C)C(C)C)[C:9]2[C:4](=[CH:5][CH:6]=[C:7]([N:23]3[C:28](=[O:29])[C:27]([CH2:30][C:31]4[CH:36]=[CH:35][C:34]([C:37]5[CH:42]=[CH:41][CH:40]=[CH:39][C:38]=5[C:43]5[NH:47][C:46](=[O:48])[O:45][N:44]=5)=[CH:33][CH:32]=4)=[C:26]([CH2:49][CH2:50][CH3:51])[N:25]=[C:24]3[CH3:52])[CH:8]=2)[O:3]1.[F-].C([N+](CCCC)(CCCC)CCCC)CCC. The catalyst is O1CCCC1.C(OCC)(=O)C. The product is [OH:12][CH:10]1[C:9]2[C:4](=[CH:5][CH:6]=[C:7]([N:23]3[C:28](=[O:29])[C:27]([CH2:30][C:31]4[CH:32]=[CH:33][C:34]([C:37]5[CH:42]=[CH:41][CH:40]=[CH:39][C:38]=5[C:43]5[NH:47][C:46](=[O:48])[O:45][N:44]=5)=[CH:35][CH:36]=4)=[C:26]([CH2:49][CH2:50][CH3:51])[N:25]=[C:24]3[CH3:52])[CH:8]=2)[O:3][C:2]([CH3:1])([CH3:53])[CH2:11]1. The yield is 0.950. (6) The reactants are C(N(C(C)C)CC)(C)C.Cl.[CH3:11][NH:12][CH2:13][C:14]1[CH:22]=[CH:21][CH:20]=[C:19]2[C:15]=1[CH2:16][N:17]([CH:24]1[CH2:29][CH2:28][C:27](=[O:30])[NH:26][C:25]1=[O:31])[C:18]2=[O:23].[F:32][C:33]1[CH:34]=[C:35]([N:39]=[C:40]=[O:41])[CH:36]=[CH:37][CH:38]=1. The catalyst is C(Cl)Cl. The product is [O:31]=[C:25]1[CH:24]([N:17]2[CH2:16][C:15]3[C:19](=[CH:20][CH:21]=[CH:22][C:14]=3[CH2:13][N:12]([CH3:11])[C:40]([NH:39][C:35]3[CH:36]=[CH:37][CH:38]=[C:33]([F:32])[CH:34]=3)=[O:41])[C:18]2=[O:23])[CH2:29][CH2:28][C:27](=[O:30])[NH:26]1. The yield is 0.840. (7) The reactants are O[C:2]1[CH:7]=[CH:6][N:5]=[CH:4][C:3]=1[NH:8][C:9](=O)[C:10]1[CH:15]=[CH:14][CH:13]=[C:12]([N+:16]([O-:18])=[O:17])[CH:11]=1.P12(SP3(SP(SP(S3)(S1)=S)(=S)S2)=S)=[S:21]. The catalyst is N1C=CC=CC=1.CC1C=CC(C)=CC=1. The product is [N+:16]([C:12]1[CH:11]=[C:10]([C:9]2[S:21][C:2]3[CH:7]=[CH:6][N:5]=[CH:4][C:3]=3[N:8]=2)[CH:15]=[CH:14][CH:13]=1)([O-:18])=[O:17]. The yield is 0.810. (8) The reactants are [H-].[Na+].[Cl:3][C:4]1[CH:5]=[C:6]2[C:11](=[CH:12][CH:13]=1)[C:10](=[O:14])[N:9]([C:15]1[CH:16]=[N:17][CH:18]=[C:19]([OH:21])[CH:20]=1)[CH2:8][CH2:7]2.[C:22]([O:26][C:27](=[O:30])[CH2:28]Br)([CH3:25])([CH3:24])[CH3:23]. The catalyst is CN(C=O)C. The product is [C:22]([O:26][C:27](=[O:30])[CH2:28][O:21][C:19]1[CH:18]=[N:17][CH:16]=[C:15]([N:9]2[CH2:8][CH2:7][C:6]3[C:11](=[CH:12][CH:13]=[C:4]([Cl:3])[CH:5]=3)[C:10]2=[O:14])[CH:20]=1)([CH3:25])([CH3:24])[CH3:23]. The yield is 0.820.